Dataset: NCI-60 drug combinations with 297,098 pairs across 59 cell lines. Task: Regression. Given two drug SMILES strings and cell line genomic features, predict the synergy score measuring deviation from expected non-interaction effect. (1) Drug 1: C1CC(=O)NC(=O)C1N2CC3=C(C2=O)C=CC=C3N. Drug 2: CC1OCC2C(O1)C(C(C(O2)OC3C4COC(=O)C4C(C5=CC6=C(C=C35)OCO6)C7=CC(=C(C(=C7)OC)O)OC)O)O. Cell line: K-562. Synergy scores: CSS=49.0, Synergy_ZIP=6.77, Synergy_Bliss=4.43, Synergy_Loewe=-19.8, Synergy_HSA=6.83. (2) Drug 1: CC(C)(C#N)C1=CC(=CC(=C1)CN2C=NC=N2)C(C)(C)C#N. Drug 2: C1=NC2=C(N=C(N=C2N1C3C(C(C(O3)CO)O)F)Cl)N. Cell line: MOLT-4. Synergy scores: CSS=23.8, Synergy_ZIP=3.41, Synergy_Bliss=2.37, Synergy_Loewe=-34.5, Synergy_HSA=-3.83. (3) Drug 1: C1CN1P(=S)(N2CC2)N3CC3. Drug 2: CC1C(C(CC(O1)OC2CC(CC3=C2C(=C4C(=C3O)C(=O)C5=CC=CC=C5C4=O)O)(C(=O)C)O)N)O. Cell line: UACC-257. Synergy scores: CSS=48.6, Synergy_ZIP=-2.50, Synergy_Bliss=-0.497, Synergy_Loewe=-9.45, Synergy_HSA=2.59.